The task is: Predict the reaction yield, written as a fraction of the theoretical maximum amount of product (1.0 means a 100% yield; for example, 0.34 means a 34% yield).. This data is from Reaction yield outcomes from USPTO patents with 853,638 reactions. (1) The reactants are [Cl:1][C:2]1[CH:7]=[CH:6][CH:5]=[CH:4][C:3]=1[C:8]1[N:9]([C:16]2[CH:21]=[CH:20][C:19]([Cl:22])=[CH:18][CH:17]=2)[CH:10]=[C:11]([C:13](Cl)=[O:14])[N:12]=1.Cl.[CH3:24][NH:25][O:26][CH3:27].C(N(CC)CC)C. The catalyst is ClCCl. The product is [Cl:1][C:2]1[CH:7]=[CH:6][CH:5]=[CH:4][C:3]=1[C:8]1[N:9]([C:16]2[CH:21]=[CH:20][C:19]([Cl:22])=[CH:18][CH:17]=2)[CH:10]=[C:11]([C:13]([N:25]([O:26][CH3:27])[CH3:24])=[O:14])[N:12]=1. The yield is 0.830. (2) The reactants are C[O:2][C:3](=O)[CH2:4][NH:5][C:6](=[O:72])[CH:7]([NH:11][C:12](=[O:71])[C@H:13]([NH:35][C:36]([C:38]1([NH:41][C:42](=[O:70])[CH2:43][C@H:44](O)/[CH:45]=[CH:46]/[CH2:47][CH2:48][S:49][C:50]([C:63]2[CH:68]=[CH:67][CH:66]=[CH:65][CH:64]=2)([C:57]2[CH:62]=[CH:61][CH:60]=[CH:59][CH:58]=2)[C:51]2[CH:56]=[CH:55][CH:54]=[CH:53][CH:52]=2)[CH2:40][CH2:39]1)=[O:37])[CH2:14][S:15][C:16]([C:29]1[CH:34]=[CH:33][CH:32]=[CH:31][CH:30]=1)([C:23]1[CH:28]=[CH:27][CH:26]=[CH:25][CH:24]=1)[C:17]1[CH:22]=[CH:21][CH:20]=[CH:19][CH:18]=1)[CH:8]([CH3:10])[CH3:9].[Li+].[OH-:75].CC1C=CC=C([N+]([O-])=O)C=1C(OC(C1C([N+]([O-])=O)=CC=CC=1C)=O)=O. The catalyst is C1COCC1.O.CN(C1C=CN=CC=1)C.C(Cl)Cl. The product is [CH:8]([CH:7]1[NH:11][C:12](=[O:71])[C@@H:13]([CH2:14][S:15][C:16]([C:17]2[CH:18]=[CH:19][CH:20]=[CH:21][CH:22]=2)([C:23]2[CH:24]=[CH:25][CH:26]=[CH:27][CH:28]=2)[C:29]2[CH:34]=[CH:33][CH:32]=[CH:31][CH:30]=2)[NH:35][C:36](=[O:37])[C:38]2([CH2:39][CH2:40]2)[NH:41][C:42](=[O:70])[CH2:43][C@@H:44](/[CH:45]=[CH:46]/[CH2:47][CH2:48][S:49][C:50]([C:51]2[CH:52]=[CH:53][CH:54]=[CH:55][CH:56]=2)([C:63]2[CH:68]=[CH:67][CH:66]=[CH:65][CH:64]=2)[C:57]2[CH:62]=[CH:61][CH:60]=[CH:59][CH:58]=2)[O:75][C:3](=[O:2])[CH2:4][NH:5][C:6]1=[O:72])([CH3:10])[CH3:9]. The yield is 0.500. (3) The reactants are [CH2:1]([O:3][C:4](=[O:32])[C:5]([O:8][C:9]1[CH:14]=[CH:13][C:12]([O:15][CH2:16][CH2:17][C:18]2[N:19]=[C:20]([C:24]3[CH:29]=[CH:28][CH:27]=[CH:26][CH:25]=3)[O:21][C:22]=2[CH3:23])=[CH:11][C:10]=1[CH2:30]O)([CH3:7])[CH3:6])[CH3:2].C1(P(C2C=CC=CC=2)C2C=CC=CC=2)C=CC=CC=1.C(Br)(Br)(Br)[Br:53].CCOC(C)=O. The catalyst is C1COCC1. The product is [CH2:1]([O:3][C:4](=[O:32])[C:5]([O:8][C:9]1[CH:14]=[CH:13][C:12]([O:15][CH2:16][CH2:17][C:18]2[N:19]=[C:20]([C:24]3[CH:29]=[CH:28][CH:27]=[CH:26][CH:25]=3)[O:21][C:22]=2[CH3:23])=[CH:11][C:10]=1[CH2:30][Br:53])([CH3:7])[CH3:6])[CH3:2]. The yield is 0.760. (4) The reactants are [NH2:1][C:2]1[C:7]([Br:8])=[N:6][C:5]([Br:9])=[CH:4][N:3]=1.C(=O)([O-])[O-].[Cs+].[Cs+].Cl[CH2:17][C:18]([O:20][CH2:21][CH3:22])=[O:19]. The catalyst is CN(C)C=O. The product is [Br:8][C:7]1[C:2]([NH:1][CH2:17][C:18]([O:20][CH2:21][CH3:22])=[O:19])=[N:3][CH:4]=[C:5]([Br:9])[N:6]=1. The yield is 0.470. (5) The reactants are [CH2:1]([C:3]1[NH:4][C:5](=[O:27])[C:6]([CH2:12][C:13]2[CH:18]=[CH:17][C:16]([C:19]3[C:20]([C:25]#[N:26])=[CH:21][CH:22]=[CH:23][CH:24]=3)=[CH:15][CH:14]=2)=[C:7]([CH2:9][CH2:10][CH3:11])[N:8]=1)[CH3:2].[C:28]([C:31]1[CH:32]=[C:33](B(O)O)[CH:34]=[CH:35][CH:36]=1)(=[O:30])[CH3:29].C(N(CC)CC)C.N1C=CC=CC=1. The catalyst is ClCCl.C(OCC)(=O)C.C([O-])(=O)C.[Cu+2].C([O-])(=O)C. The product is [C:28]([C:31]1[CH:36]=[C:35]([N:4]2[C:5](=[O:27])[C:6]([CH2:12][C:13]3[CH:18]=[CH:17][C:16]([C:19]4[C:20]([C:25]#[N:26])=[CH:21][CH:22]=[CH:23][CH:24]=4)=[CH:15][CH:14]=3)=[C:7]([CH2:9][CH2:10][CH3:11])[N:8]=[C:3]2[CH2:1][CH3:2])[CH:34]=[CH:33][CH:32]=1)(=[O:30])[CH3:29]. The yield is 0.470. (6) The reactants are [NH2:1][C:2]1[N:7]=[CH:6][N:5]=[C:4]2[N:8]([CH:12]([C:14]3[O:15][C:16]4[C:21]([C:22](=[O:31])[C:23]=3[C:24]3[CH:29]=[CH:28][CH:27]=[C:26]([F:30])[CH:25]=3)=[CH:20][CH:19]=[CH:18][CH:17]=4)[CH3:13])[N:9]=[C:10](I)[C:3]=12.C([N:39]1[C:47]2[C:42](=[CH:43][CH:44]=[C:45](B3OC(C)(C)C(C)(C)O3)[CH:46]=2)[C:41]([CH2:57][CH3:58])=[N:40]1)(OC(C)(C)C)=O.C(=O)([O-])[O-].[Na+].[Na+].ClCCl. The catalyst is CN(C=O)C.C(O)C.O. The product is [NH2:1][C:2]1[N:7]=[CH:6][N:5]=[C:4]2[N:8]([CH:12]([C:14]3[O:15][C:16]4[C:21]([C:22](=[O:31])[C:23]=3[C:24]3[CH:29]=[CH:28][CH:27]=[C:26]([F:30])[CH:25]=3)=[CH:20][CH:19]=[CH:18][CH:17]=4)[CH3:13])[N:9]=[C:10]([C:45]3[CH:46]=[C:47]4[C:42]([C:41]([CH2:57][CH3:58])=[N:40][NH:39]4)=[CH:43][CH:44]=3)[C:3]=12. The yield is 0.150. (7) The reactants are [F:1][C:2]1[CH:3]=[C:4]([N:9]2[C:14](=[O:15])[C:13]([CH3:16])=[C:12]([CH2:17][C:18]3[CH:23]=[CH:22][CH:21]=[CH:20][C:19]=3[CH3:24])[N:11]=[CH:10]2)[CH:5]=[CH:6][C:7]=1[OH:8].Cl[C:26]1[C:35]2[C:30](=[CH:31][C:32]([O:38][CH2:39][CH2:40][CH2:41][N:42]3[CH2:47][CH2:46][O:45][CH2:44][CH2:43]3)=[C:33]([O:36][CH3:37])[CH:34]=2)[N:29]=[CH:28][CH:27]=1. The catalyst is CN(C1C=CN=CC=1)C. The product is [F:1][C:2]1[CH:3]=[C:4]([N:9]2[C:14](=[O:15])[C:13]([CH3:16])=[C:12]([CH2:17][C:18]3[CH:23]=[CH:22][CH:21]=[CH:20][C:19]=3[CH3:24])[N:11]=[CH:10]2)[CH:5]=[CH:6][C:7]=1[O:8][C:26]1[C:35]2[C:30](=[CH:31][C:32]([O:38][CH2:39][CH2:40][CH2:41][N:42]3[CH2:43][CH2:44][O:45][CH2:46][CH2:47]3)=[C:33]([O:36][CH3:37])[CH:34]=2)[N:29]=[CH:28][CH:27]=1. The yield is 0.260. (8) The reactants are [CH3:1][C:2]1[N:3]=[CH:4][N:5]([CH:9]([CH3:11])[CH3:10])[C:6]=1[CH2:7]O.S(Cl)([Cl:14])=O. The product is [ClH:14].[Cl:14][CH2:7][C:6]1[N:5]([CH:9]([CH3:11])[CH3:10])[CH:4]=[N:3][C:2]=1[CH3:1]. The catalyst is ClCCl. The yield is 0.860. (9) The reactants are [Br:1][C:2]1[CH:3]=[C:4]([CH:7]=[CH:8][C:9]=1[OH:10])[CH:5]=[O:6].[C:11]([O:15][C:16](=[O:19])[CH2:17]Br)([CH3:14])([CH3:13])[CH3:12]. No catalyst specified. The product is [C:11]([O:15][C:16](=[O:19])[CH2:17][O:10][C:9]1[CH:8]=[CH:7][C:4]([CH:5]=[O:6])=[CH:3][C:2]=1[Br:1])([CH3:14])([CH3:13])[CH3:12]. The yield is 0.740. (10) The reactants are Br[C:2]1[CH:7]=[CH:6][C:5]([O:8][CH2:9][CH2:10][CH3:11])=[CH:4][CH:3]=1.C([Li])CCC.[CH2:17]([N:24]1[CH2:29][CH2:28][C:27](=[O:30])[CH2:26][CH2:25]1)[C:18]1[CH:23]=[CH:22][CH:21]=[CH:20][CH:19]=1. The catalyst is C1COCC1. The product is [CH2:17]([N:24]1[CH2:29][CH2:28][C:27]([C:2]2[CH:7]=[CH:6][C:5]([O:8][CH2:9][CH2:10][CH3:11])=[CH:4][CH:3]=2)([OH:30])[CH2:26][CH2:25]1)[C:18]1[CH:19]=[CH:20][CH:21]=[CH:22][CH:23]=1. The yield is 1.00.